From a dataset of Peptide-MHC class I binding affinity with 185,985 pairs from IEDB/IMGT. Regression. Given a peptide amino acid sequence and an MHC pseudo amino acid sequence, predict their binding affinity value. This is MHC class I binding data. (1) The peptide sequence is ATAILRKA. The MHC is HLA-A68:02 with pseudo-sequence HLA-A68:02. The binding affinity (normalized) is 0. (2) The peptide sequence is LALTDVEKR. The MHC is HLA-A02:03 with pseudo-sequence HLA-A02:03. The binding affinity (normalized) is 0.